From a dataset of Reaction yield outcomes from USPTO patents with 853,638 reactions. Predict the reaction yield, written as a fraction of the theoretical maximum amount of product (1.0 means a 100% yield; for example, 0.34 means a 34% yield). (1) The reactants are FC(F)(F)S(O)(=O)=O.[N+:9]([O-:12])(O)=[O:10].[CH:13]12[CH2:30][CH:20]([CH2:21][N:22]([C:24](=[O:29])[C:25]([F:28])([F:27])[F:26])[CH2:23]1)[C:19]1[CH:18]=[CH:17][CH:16]=[CH:15][C:14]2=1. The catalyst is C(Cl)Cl. The product is [N+:9]([C:17]1[CH:16]=[CH:15][C:14]2[CH:13]3[CH2:30][CH:20]([CH2:21][N:22]([C:24](=[O:29])[C:25]([F:27])([F:26])[F:28])[CH2:23]3)[C:19]=2[CH:18]=1)([O-:12])=[O:10]. The yield is 0.780. (2) The yield is 0.850. The reactants are Cl[S:2]([N:5]=[C:6]=[O:7])(=[O:4])=[O:3].C[C:9]([OH:12])([CH3:11])C.[CH2:13]([O:15][C:16](=[O:19])[CH2:17][NH2:18])[CH3:14].[CH3:20][CH2:21]N(CC)CC.Cl. The product is [CH2:9]([O:12][C:6]([NH:5][S:2]([NH:18][CH2:17][C:16]([O:15][CH2:13][CH3:14])=[O:19])(=[O:4])=[O:3])=[O:7])[CH2:11][CH2:20][CH3:21]. The catalyst is C(Cl)Cl. (3) The reactants are [NH2:1][C:2]1[CH:23]=[CH:22][C:5]([O:6][C:7]2[CH:8]=[CH:9][C:10]3[N:11]([CH:13]=[C:14]([NH:16][C:17]([CH:19]4[CH2:21][CH2:20]4)=[O:18])[N:15]=3)[CH:12]=2)=[C:4]([F:24])[CH:3]=1.[F:25][C:26]1[CH:31]=[CH:30][C:29]([N:32]2[C:37]([CH3:38])=[CH:36][CH:35]=[C:34]([C:39](O)=[O:40])[C:33]2=[O:42])=[C:28]([CH3:43])[CH:27]=1.CN(C(ON1N=NC2C=CC=NC1=2)=[N+](C)C)C.F[P-](F)(F)(F)(F)F.C(N(CC)C(C)C)(C)C. The catalyst is CN(C)C=O.C(OCC)(=O)C.O1CCCC1. The product is [CH:19]1([C:17]([NH:16][C:14]2[N:15]=[C:10]3[CH:9]=[CH:8][C:7]([O:6][C:5]4[CH:22]=[CH:23][C:2]([NH:1][C:39]([C:34]5[C:33](=[O:42])[N:32]([C:29]6[CH:30]=[CH:31][C:26]([F:25])=[CH:27][C:28]=6[CH3:43])[C:37]([CH3:38])=[CH:36][CH:35]=5)=[O:40])=[CH:3][C:4]=4[F:24])=[CH:12][N:11]3[CH:13]=2)=[O:18])[CH2:21][CH2:20]1. The yield is 0.500. (4) The reactants are [Cl:1][C:2]1[CH:7]=[CH:6][C:5]([S:8]([CH2:11][CH:12]([CH2:15][CH2:16][CH2:17][CH3:18])[CH:13]=[O:14])(=[O:10])=[O:9])=[CH:4][CH:3]=1.O[CH:20]([CH:22]=[CH2:23])[CH3:21].C1(C)C=CC(S(O)(=O)=O)=CC=1. The catalyst is C1(C)C=CC=CC=1.C(OCC)(=O)C. The product is [CH2:15]([C:12]([CH2:11][S:8]([C:5]1[CH:4]=[CH:3][C:2]([Cl:1])=[CH:7][CH:6]=1)(=[O:9])=[O:10])([CH2:21]/[CH:20]=[CH:22]/[CH3:23])[CH:13]=[O:14])[CH2:16][CH2:17][CH3:18]. The yield is 0.980. (5) The catalyst is CS(C)=O. The reactants are [NH2:1][CH2:2][C:3]([OH:5])=[O:4].N12CCCN=C1CCCCC2.[NH2:17][C:18]1[N:39]=[C:38](Cl)[CH:37]=[CH:36][C:19]=1[C:20]([NH:22][CH2:23][C:24]1[S:25][C:26]([O:29][C:30]2[CH:35]=[CH:34][CH:33]=[CH:32][CH:31]=2)=[CH:27][CH:28]=1)=[O:21].C1C=CC(CC(NCN[C@H](C(O)=O)CC2C=CC([N+]([O-])=O)=CC=2)=O)=CC=1. The yield is 0.200. The product is [NH2:17][C:18]1[N:39]=[C:38]([NH:1][CH2:2][C:3]([OH:5])=[O:4])[CH:37]=[CH:36][C:19]=1[C:20](=[O:21])[NH:22][CH2:23][C:24]1[S:25][C:26]([O:29][C:30]2[CH:31]=[CH:32][CH:33]=[CH:34][CH:35]=2)=[CH:27][CH:28]=1. (6) The reactants are [CH2:1]([O:3][C:4]([C:6]1[CH:7]=[N:8][C:9]2[C:14]([C:15]=1Cl)=[CH:13][CH:12]=[CH:11][C:10]=2[CH2:17][CH3:18])=[O:5])[CH3:2].[CH:19]1([NH2:24])[CH2:23][CH2:22][CH2:21][CH2:20]1. No catalyst specified. The product is [CH2:1]([O:3][C:4]([C:6]1[CH:7]=[N:8][C:9]2[C:14]([C:15]=1[NH:24][CH:19]1[CH2:23][CH2:22][CH2:21][CH2:20]1)=[CH:13][CH:12]=[CH:11][C:10]=2[CH2:17][CH3:18])=[O:5])[CH3:2]. The yield is 1.00. (7) The reactants are [CH2:1]([O:8][C:9]([NH:11][C@@H:12]([CH2:16][O:17][C:18]([CH3:21])([CH3:20])[CH3:19])[C:13]([OH:15])=[O:14])=[O:10])[C:2]1[CH:7]=[CH:6][CH:5]=[CH:4][CH:3]=1.[CH:22]1(O)[CH2:26][CH2:25][CH2:24][CH2:23]1.CN(C1C=CC=CN=1)C.Cl.CN(C)CCCN=C=NCC. The catalyst is CN(C=O)C.CCOC(C)=O.O. The product is [CH:22]1([O:14][C:13](=[O:15])[C@@H:12]([NH:11][C:9]([O:8][CH2:1][C:2]2[CH:3]=[CH:4][CH:5]=[CH:6][CH:7]=2)=[O:10])[CH2:16][O:17][C:18]([CH3:21])([CH3:20])[CH3:19])[CH2:26][CH2:25][CH2:24][CH2:23]1. The yield is 0.780. (8) The reactants are Br[CH2:2][C:3]1[CH:7]=[CH:6][S:5][C:4]=1[C:8]([O:10][CH3:11])=[O:9].C(=O)([O-])[O-].[K+].[K+].[OH:18][C:19]1[CH:24]=[CH:23][C:22]([S:25][CH2:26][C:27]([O:29][CH2:30][CH3:31])=[O:28])=[CH:21][CH:20]=1. The catalyst is CN(C=O)C. The product is [CH2:30]([O:29][C:27]([CH2:26][S:25][C:22]1[CH:21]=[CH:20][C:19]([O:18][CH2:2][C:3]2[CH:7]=[CH:6][S:5][C:4]=2[C:8]([O:10][CH3:11])=[O:9])=[CH:24][CH:23]=1)=[O:28])[CH3:31]. The yield is 0.800. (9) The reactants are [Cl:1][CH2:2][CH2:3][CH2:4][CH2:5][CH2:6][CH2:7][CH2:8][CH2:9][OH:10].[O:11]1[CH:16]=[CH:15][CH2:14][CH2:13][CH2:12]1.O.C1(C)C=CC(S(O)(=O)=O)=CC=1. The catalyst is C(Cl)Cl. The product is [Cl:1][CH2:2][CH2:3][CH2:4][CH2:5][CH2:6][CH2:7][CH2:8][CH2:9][O:10][CH:12]1[CH2:13][CH2:14][CH2:15][CH2:16][O:11]1. The yield is 0.900.